From a dataset of Reaction yield outcomes from USPTO patents with 853,638 reactions. Predict the reaction yield, written as a fraction of the theoretical maximum amount of product (1.0 means a 100% yield; for example, 0.34 means a 34% yield). (1) The reactants are [O:1]1[C:5]2[CH:6]=[CH:7][C:8]([CH:10]=[O:11])=[CH:9][C:4]=2[CH2:3][CH2:2]1.C([O-])(=O)C.[Na+].[Br:17]Br. The catalyst is C(O)(=O)C.S([O-])([O-])(=O)=S.[Na+].[Na+]. The product is [Br:17][C:6]1[C:5]2[O:1][CH2:2][CH2:3][C:4]=2[CH:9]=[C:8]([CH:10]=[O:11])[CH:7]=1. The yield is 0.910. (2) The reactants are [OH:1][C:2]1[CH:12]=[CH:11][CH:10]=[C:4]2[C:5]([O:7][C:8](=[O:9])[C:3]=12)=O.[CH3:13][O:14][C:15]1[CH:22]=[C:21]([O:23][CH3:24])[CH:20]=[CH:19][C:16]=1[CH2:17][NH2:18].C(O)(=O)C. The catalyst is O. The product is [OH:1][C:2]1[CH:12]=[CH:11][CH:10]=[C:4]2[C:3]=1[C:8](=[O:9])[N:18]([CH2:17][C:16]1[CH:19]=[CH:20][C:21]([O:23][CH3:24])=[CH:22][C:15]=1[O:14][CH3:13])[C:5]2=[O:7]. The yield is 0.730. (3) The reactants are [Cl:1][C:2]1[CH:3]=[C:4]([C:8]2[C:12]([CH2:13][O:14][C:15]3[CH:23]=[CH:22][C:18]([C:19]([OH:21])=O)=[CH:17][N:16]=3)=[C:11]([CH3:24])[O:10][N:9]=2)[CH:5]=[CH:6][CH:7]=1.[NH2:25][CH:26]1[CH2:31][CH2:30][O:29][CH2:28][CH2:27]1. No catalyst specified. The product is [Cl:1][C:2]1[CH:3]=[C:4]([C:8]2[C:12]([CH2:13][O:14][C:15]3[CH:23]=[CH:22][C:18]([C:19]([NH:25][CH:26]4[CH2:31][CH2:30][O:29][CH2:28][CH2:27]4)=[O:21])=[CH:17][N:16]=3)=[C:11]([CH3:24])[O:10][N:9]=2)[CH:5]=[CH:6][CH:7]=1. The yield is 0.890. (4) The reactants are [NH:1]1[CH2:6][CH2:5][CH:4]([NH:7][C:8](=[O:14])[O:9][C:10]([CH3:13])([CH3:12])[CH3:11])[CH2:3][CH2:2]1.C(=O)([O-])[O-].[K+].[K+].Cl[CH2:22]/[CH:23]=[CH:24]/[C:25]1[CH:30]=[C:29]([F:31])[CH:28]=[CH:27][C:26]=1[F:32]. The catalyst is C(O)C. The product is [F:32][C:26]1[CH:27]=[CH:28][C:29]([F:31])=[CH:30][C:25]=1/[CH:24]=[CH:23]/[CH2:22][N:1]1[CH2:2][CH2:3][CH:4]([NH:7][C:8](=[O:14])[O:9][C:10]([CH3:11])([CH3:13])[CH3:12])[CH2:5][CH2:6]1. The yield is 0.690. (5) The reactants are C([O-])([O-])=O.[Cs+].[Cs+].CS(O[CH2:12][CH:13]1[N:21]2[C:16](=[CH:17][C:18](=[O:29])[C:19]([O:27][CH3:28])=[C:20]2[C:22](=[O:26])[NH:23][CH2:24][CH3:25])[CH2:15][CH2:14]1)(=O)=O.O. The catalyst is CN(C=O)C. The product is [CH2:24]([N:23]1[C:22](=[O:26])[C:20]2[N:21]3[C:16](=[CH:17][C:18](=[O:29])[C:19]=2[O:27][CH3:28])[CH2:15][CH2:14][CH:13]3[CH2:12]1)[CH3:25]. The yield is 0.610. (6) The reactants are [CH2:1]([C:3]1[CH:11]=[C:6]2[CH:7]=[CH:8][CH:9]=[CH:10][N:5]2[N:4]=1)[CH3:2].C(O)(=O)C.[I:16]N1C(=O)CCC1=O. No catalyst specified. The product is [CH2:1]([C:3]1[C:11]([I:16])=[C:6]2[CH:7]=[CH:8][CH:9]=[CH:10][N:5]2[N:4]=1)[CH3:2]. The yield is 0.930. (7) The reactants are C([Li])CCC.[Cl:6][C:7]1[CH:8]=[C:9]([C:17]2[S:21][CH:20]=[N:19][CH:18]=2)[CH:10]=[CH:11][C:12]=1[O:13][CH:14]([CH3:16])[CH3:15].[C:22](=[O:24])=[O:23].CC(C)=O. The catalyst is CCCCCC.CCOCC. The product is [Cl:6][C:7]1[CH:8]=[C:9]([C:17]2[S:21][C:20]([C:22]([OH:24])=[O:23])=[N:19][CH:18]=2)[CH:10]=[CH:11][C:12]=1[O:13][CH:14]([CH3:16])[CH3:15]. The yield is 0.600. (8) The reactants are C([O:8][N:9]1[C:15](=[O:16])[N:14]2[CH2:17][C@@H:10]1[CH2:11][CH2:12][C@@H:13]2[C:18]([NH:20][NH:21][C:22]([CH:24]1[CH2:26][CH2:25]1)=[O:23])=[O:19])C1C=CC=CC=1.[H][H]. The catalyst is CO.[Pd]. The product is [CH:24]1([C:22]([NH:21][NH:20][C:18]([C@H:13]2[CH2:12][CH2:11][C@H:10]3[CH2:17][N:14]2[C:15](=[O:16])[N:9]3[OH:8])=[O:19])=[O:23])[CH2:26][CH2:25]1. The yield is 0.980.